This data is from Catalyst prediction with 721,799 reactions and 888 catalyst types from USPTO. The task is: Predict which catalyst facilitates the given reaction. (1) Reactant: [Cl:1][C:2]1[CH:7]=[CH:6][CH:5]=[C:4]([Cl:8])[C:3]=1[C:9]1[C:13]([CH2:14][O:15][C:16]2[CH:21]=[CH:20][C:19]([C:22]3[CH:31]=[C:30]4[C:25]([CH:26]=[CH:27][C:28]([C:32]([O:34]C)=[O:33])=[CH:29]4)=[CH:24][CH:23]=3)=[CH:18][CH:17]=2)=[C:12]([CH:36]([CH3:38])[CH3:37])[O:11][N:10]=1.CO.[OH-].[Na+]. Product: [Cl:8][C:4]1[CH:5]=[CH:6][CH:7]=[C:2]([Cl:1])[C:3]=1[C:9]1[C:13]([CH2:14][O:15][C:16]2[CH:17]=[CH:18][C:19]([C:22]3[CH:31]=[C:30]4[C:25]([CH:26]=[CH:27][C:28]([C:32]([OH:34])=[O:33])=[CH:29]4)=[CH:24][CH:23]=3)=[CH:20][CH:21]=2)=[C:12]([CH:36]([CH3:38])[CH3:37])[O:11][N:10]=1. The catalyst class is: 7. (2) Reactant: [F:1][C:2]1[C:18]([F:19])=[C:17]([F:20])[CH:16]=[CH:15][C:3]=1[CH2:4][C:5]1[O:9][N:8]=[C:7]([C:10]([O:12]CC)=[O:11])[CH:6]=1.C(O)C.[OH-].[Na+]. Product: [F:1][C:2]1[C:18]([F:19])=[C:17]([F:20])[CH:16]=[CH:15][C:3]=1[CH2:4][C:5]1[O:9][N:8]=[C:7]([C:10]([OH:12])=[O:11])[CH:6]=1. The catalyst class is: 6.